Regression. Given two drug SMILES strings and cell line genomic features, predict the synergy score measuring deviation from expected non-interaction effect. From a dataset of NCI-60 drug combinations with 297,098 pairs across 59 cell lines. (1) Drug 1: CCCS(=O)(=O)NC1=C(C(=C(C=C1)F)C(=O)C2=CNC3=C2C=C(C=N3)C4=CC=C(C=C4)Cl)F. Drug 2: C1CN(CCN1C(=O)CCBr)C(=O)CCBr. Cell line: HOP-92. Synergy scores: CSS=9.51, Synergy_ZIP=-3.67, Synergy_Bliss=-2.68, Synergy_Loewe=-4.09, Synergy_HSA=-3.79. (2) Drug 1: C1=CC(=C2C(=C1NCCNCCO)C(=O)C3=C(C=CC(=C3C2=O)O)O)NCCNCCO. Drug 2: C1=C(C(=O)NC(=O)N1)F. Cell line: HL-60(TB). Synergy scores: CSS=93.3, Synergy_ZIP=7.92, Synergy_Bliss=7.61, Synergy_Loewe=11.2, Synergy_HSA=12.8. (3) Drug 1: C1CC(=O)NC(=O)C1N2CC3=C(C2=O)C=CC=C3N. Drug 2: CC(C)(C#N)C1=CC(=CC(=C1)CN2C=NC=N2)C(C)(C)C#N. Cell line: HCT-15. Synergy scores: CSS=7.67, Synergy_ZIP=2.53, Synergy_Bliss=5.43, Synergy_Loewe=5.08, Synergy_HSA=5.10.